This data is from Catalyst prediction with 721,799 reactions and 888 catalyst types from USPTO. The task is: Predict which catalyst facilitates the given reaction. (1) Reactant: [F:1][CH:2]([F:36])[C:3]1[CH:8]=[CH:7][N:6]=[C:5]([NH:9][C:10]2[N:15]=[C:14]([C:16]3[N:17]=[N:18][N:19]([CH2:21][CH:22]4[O:27][CH2:26][CH2:25][N:24](C(OC(C)(C)C)=O)[CH2:23]4)[CH:20]=3)[CH:13]=[C:12]([CH3:35])[CH:11]=2)[CH:4]=1.C(O)(C(F)(F)F)=O. Product: [F:36][CH:2]([F:1])[C:3]1[CH:8]=[CH:7][N:6]=[C:5]([NH:9][C:10]2[CH:11]=[C:12]([CH3:35])[CH:13]=[C:14]([C:16]3[N:17]=[N:18][N:19]([CH2:21][CH:22]4[O:27][CH2:26][CH2:25][NH:24][CH2:23]4)[CH:20]=3)[N:15]=2)[CH:4]=1. The catalyst class is: 326. (2) Reactant: S[C:2]1[N:7]=[C:6]([N:8]([CH3:10])[CH3:9])[C:5]2[CH2:11][O:12][C:13]([CH3:16])([CH3:15])[CH2:14][C:4]=2[C:3]=1[C:17]#[N:18].BrCC[OH:22]. Product: [CH3:15][C:13]1([CH3:16])[O:12][CH2:11][C:5]2=[C:6]([N:8]([CH3:10])[CH3:9])[NH:7][C:2](=[O:22])[C:3]([C:17]#[N:18])=[C:4]2[CH2:14]1. The catalyst class is: 562. (3) Reactant: [H-].[Na+].[CH2:3]([N:10]([CH3:21])[CH2:11][CH2:12][C@@H:13]([OH:20])[CH2:14][O:15][C:16]([CH3:19])([CH3:18])[CH3:17])[C:4]1[CH:9]=[CH:8][CH:7]=[CH:6][CH:5]=1.[Cl:22][C:23]1[CH:28]=[CH:27][C:26](F)=[C:25]([Cl:30])[CH:24]=1. Product: [CH2:3]([N:10]([CH2:11][CH2:12][C@@H:13]([O:20][C:26]1[CH:27]=[CH:28][C:23]([Cl:22])=[CH:24][C:25]=1[Cl:30])[CH2:14][O:15][C:16]([CH3:18])([CH3:17])[CH3:19])[CH3:21])[C:4]1[CH:9]=[CH:8][CH:7]=[CH:6][CH:5]=1. The catalyst class is: 58. (4) The catalyst class is: 38. Product: [CH:1]1([CH2:7][CH2:8][CH2:9][C@@H:10]([C:16]2[O:20][N:19]=[C:18]([C:21]([N:23]([CH3:29])[CH2:24][C:25]([OH:27])=[O:26])=[O:22])[N:17]=2)[CH2:11][C:12]([NH:14][OH:15])=[O:13])[CH2:6][CH2:5][CH2:4][CH2:3][CH2:2]1. Reactant: [CH:1]1([CH2:7][CH2:8][CH2:9][C@@H:10]([C:16]2[O:20][N:19]=[C:18]([C:21]([N:23]([CH3:29])[CH2:24][C:25]([O:27]C)=[O:26])=[O:22])[N:17]=2)[CH2:11][C:12]([NH:14][OH:15])=[O:13])[CH2:6][CH2:5][CH2:4][CH2:3][CH2:2]1.O.[OH-].[Li+].Cl. (5) Reactant: [C:1]1([CH2:7][S:8]([NH2:11])(=[O:10])=[O:9])[CH:6]=[CH:5][CH:4]=[CH:3][CH:2]=1.CCN(C(C)C)C(C)C.Cl[S:22]([CH:25]1[CH2:30][CH2:29][N:28]([C:31]([O:33][CH2:34][C:35]2[CH:40]=[CH:39][CH:38]=[CH:37][CH:36]=2)=[O:32])[CH2:27][CH2:26]1)(=[O:24])=[O:23].[NH4+].[Cl-]. Product: [CH2:7]([S:8]([NH:11][S:22]([CH:25]1[CH2:26][CH2:27][N:28]([C:31]([O:33][CH2:34][C:35]2[CH:40]=[CH:39][CH:38]=[CH:37][CH:36]=2)=[O:32])[CH2:29][CH2:30]1)(=[O:23])=[O:24])(=[O:9])=[O:10])[C:1]1[CH:2]=[CH:3][CH:4]=[CH:5][CH:6]=1. The catalyst class is: 2. (6) Reactant: [CH3:1][O:2][C:3]1[C:12]([O:13][CH2:14][C:15]2[CH:20]=[CH:19][CH:18]=[CH:17][CH:16]=2)=[C:11]2[C:6]([CH:7]=[CH:8][CH:9]=[N:10]2)=[CH:5][CH:4]=1.ClC1C=CC=C(C(OO)=[O:29])C=1. Product: [CH3:1][O:2][C:3]1[C:12]([O:13][CH2:14][C:15]2[CH:20]=[CH:19][CH:18]=[CH:17][CH:16]=2)=[C:11]2[C:6]([CH:7]=[CH:8][CH:9]=[N+:10]2[O-:29])=[CH:5][CH:4]=1. The catalyst class is: 2. (7) Reactant: [F:1][C:2]1[CH:7]=[C:6]([F:8])[CH:5]=[CH:4][C:3]=1[C:9]1[CH:14]=[C:13]([N:15]2[C:19]3[CH:20]=[CH:21][C:22]([C:24]4[N:25]=[N:26][N:27]([CH3:29])[CH:28]=4)=[CH:23][C:18]=3[N:17]=[CH:16]2)[CH:12]=[C:11]([NH:30]C(=O)C)[CH:10]=1.[OH-].[Na+]. Product: [F:1][C:2]1[CH:7]=[C:6]([F:8])[CH:5]=[CH:4][C:3]=1[C:9]1[CH:14]=[C:13]([N:15]2[C:19]3[CH:20]=[CH:21][C:22]([C:24]4[N:25]=[N:26][N:27]([CH3:29])[CH:28]=4)=[CH:23][C:18]=3[N:17]=[CH:16]2)[CH:12]=[C:11]([NH2:30])[CH:10]=1. The catalyst class is: 8.